This data is from Reaction yield outcomes from USPTO patents with 853,638 reactions. The task is: Predict the reaction yield, written as a fraction of the theoretical maximum amount of product (1.0 means a 100% yield; for example, 0.34 means a 34% yield). (1) The reactants are [F:1][C:2]([F:56])([F:55])[C:3]1[CH:4]=[C:5]([C@H:13]([N:15]([CH3:54])[C:16]([N:18]2[CH2:23][CH2:22][C@:21]([CH2:31][CH:32]=[C:33]([O:38][Si](C(C)(C)C)(C)C)[C:34]([O:36][CH3:37])=[O:35])([NH:24][S:25]([C:27]([CH3:30])([CH3:29])[CH3:28])=[O:26])[CH2:20][C@@H:19]2[C:46]2[CH:51]=[CH:50][C:49]([F:52])=[CH:48][C:47]=2[CH3:53])=[O:17])[CH3:14])[CH:6]=[C:7]([C:9]([F:12])([F:11])[F:10])[CH:8]=1.C(O)(=O)C.[F-].[Cs+].C([O-])(O)=O.[Na+]. The catalyst is C(#N)C. The product is [CH3:37][O:36][C:34](=[O:35])[C:33](=[O:38])[CH2:32][CH2:31][C@:21]1([NH:24][S:25]([C:27]([CH3:29])([CH3:28])[CH3:30])=[O:26])[CH2:22][CH2:23][N:18]([C:16]([N:15]([C@@H:13]([C:5]2[CH:4]=[C:3]([C:2]([F:55])([F:56])[F:1])[CH:8]=[C:7]([C:9]([F:10])([F:11])[F:12])[CH:6]=2)[CH3:14])[CH3:54])=[O:17])[C@@H:19]([C:46]2[CH:51]=[CH:50][C:49]([F:52])=[CH:48][C:47]=2[CH3:53])[CH2:20]1. The yield is 0.680. (2) The reactants are [NH2:1][C:2]1[CH:7]=[CH:6][C:5]([OH:8])=[C:4]([N+:9]([O-:11])=[O:10])[CH:3]=1.[F:12][C:13]1[C:20]([F:21])=[C:19]([C:22]([F:25])([F:24])[F:23])[C:18]([F:26])=[C:17]([F:27])[C:14]=1[CH2:15]Br. The catalyst is CN(C=O)C. The product is [N+:9]([C:4]1[CH:3]=[C:2]([NH:1][CH2:15][C:14]2[C:17]([F:27])=[C:18]([F:26])[C:19]([C:22]([F:23])([F:25])[F:24])=[C:20]([F:21])[C:13]=2[F:12])[CH:7]=[CH:6][C:5]=1[OH:8])([O-:11])=[O:10]. The yield is 0.400. (3) The reactants are [CH2:1]([NH2:8])[C:2]1[CH:7]=[CH:6][CH:5]=[CH:4][CH:3]=1.N[C:10]1[N:15]=[CH:14]N=[C:12]([O:16][C:17]2[CH:22]=[CH:21][C:20]([NH:23]C(NC(=O)CC3C=CC(F)=CC=3)=S)=[CH:19][C:18]=2[F:37])[CH:11]=1.[C:38]([O-])([O-])=O.[K+].[K+]. The catalyst is [Cu]. The product is [NH2:23][C:20]1[CH:21]=[CH:22][C:17]([O:16][C:12]2[CH:11]=[CH:10][N:15]=[C:14]([NH:8][CH2:1][C:2]3[CH:7]=[CH:6][CH:5]=[CH:4][CH:3]=3)[CH:38]=2)=[C:18]([F:37])[CH:19]=1. The yield is 0.520. (4) The reactants are Cl[C:2]1[NH:3][C:4](=[O:12])[C:5]2[CH:10]=[N:9][N:8]([CH3:11])[C:6]=2[N:7]=1.[F:13][C:14]([F:28])([F:27])[C:15]1[CH:20]=[CH:19][CH:18]=[CH:17][C:16]=1[N:21]1[CH2:26][CH2:25][NH:24][CH2:23][CH2:22]1.CCN(C(C)C)C(C)C. The catalyst is C(O)C. The product is [CH3:11][N:8]1[C:6]2[N:7]=[C:2]([N:24]3[CH2:23][CH2:22][N:21]([C:16]4[CH:17]=[CH:18][CH:19]=[CH:20][C:15]=4[C:14]([F:27])([F:28])[F:13])[CH2:26][CH2:25]3)[NH:3][C:4](=[O:12])[C:5]=2[CH:10]=[N:9]1. The yield is 0.707. (5) The reactants are C(O)(C(F)(F)F)=O.[CH:8]([S:11]([C:14]1[CH:19]=[CH:18][C:17]([C:20]2[N:25]=[C:24]([C:26]3[O:30][N:29]=[C:28]([C:31]4[CH:36]=[CH:35][C:34]([CH2:37][N:38](C)[C:39](=O)OC(C)(C)C)=[CH:33][CH:32]=4)[CH:27]=3)[CH:23]=[N:22][CH:21]=2)=[CH:16][CH:15]=1)(=[O:13])=[O:12])([CH3:10])[CH3:9]. The catalyst is C(Cl)Cl. The product is [CH:8]([S:11]([C:14]1[CH:15]=[CH:16][C:17]([C:20]2[N:25]=[C:24]([C:26]3[O:30][N:29]=[C:28]([C:31]4[CH:32]=[CH:33][C:34]([CH2:37][NH:38][CH3:39])=[CH:35][CH:36]=4)[CH:27]=3)[CH:23]=[N:22][CH:21]=2)=[CH:18][CH:19]=1)(=[O:12])=[O:13])([CH3:10])[CH3:9]. The yield is 0.660.